Task: Predict the product of the given reaction.. Dataset: Forward reaction prediction with 1.9M reactions from USPTO patents (1976-2016) (1) Given the reactants [Cl:1][C:2]1[CH:3]=[CH:4][C:5]2[N:11]3[CH:12]=[CH:13][CH:14]=[C:10]3[C@@H:9]([CH2:15][CH2:16][C:17](O)=[O:18])[O:8][C@H:7]([C:20]3[CH:25]=[CH:24][CH:23]=[C:22]([O:26][CH3:27])[C:21]=3[O:28][CH3:29])[C:6]=2[CH:30]=1.[NH:31]1[CH2:36][CH2:35][CH:34]([CH2:37][O:38][CH2:39][C:40]([O:42][CH3:43])=[O:41])[CH2:33][CH2:32]1.Cl.C(N=C=NCCCN(C)C)C.ON1C2C=CC=CC=2N=N1, predict the reaction product. The product is: [Cl:1][C:2]1[CH:3]=[CH:4][C:5]2[N:11]3[CH:12]=[CH:13][CH:14]=[C:10]3[C@@H:9]([CH2:15][CH2:16][C:17]([N:31]3[CH2:36][CH2:35][CH:34]([CH2:37][O:38][CH2:39][C:40]([O:42][CH3:43])=[O:41])[CH2:33][CH2:32]3)=[O:18])[O:8][C@H:7]([C:20]3[CH:25]=[CH:24][CH:23]=[C:22]([O:26][CH3:27])[C:21]=3[O:28][CH3:29])[C:6]=2[CH:30]=1. (2) Given the reactants C([O:3][C:4](=[O:35])[CH2:5][O:6][C:7]1[CH:12]=[CH:11][C:10]([S:13][CH2:14][C:15]2[CH:20]=[C:19]([C:21]#[C:22][C:23]3[CH:28]=[CH:27][CH:26]=[CH:25][CH:24]=3)[CH:18]=[C:17]([O:29][CH2:30][CH:31]([CH3:33])[CH3:32])[CH:16]=2)=[CH:9][C:8]=1[CH3:34])C.[OH-].[Na+].Cl, predict the reaction product. The product is: [CH2:30]([O:29][C:17]1[CH:16]=[C:15]([CH:20]=[C:19]([C:21]#[C:22][C:23]2[CH:24]=[CH:25][CH:26]=[CH:27][CH:28]=2)[CH:18]=1)[CH2:14][S:13][C:10]1[CH:11]=[CH:12][C:7]([O:6][CH2:5][C:4]([OH:35])=[O:3])=[C:8]([CH3:34])[CH:9]=1)[CH:31]([CH3:33])[CH3:32]. (3) Given the reactants Br[C:2]1[N:7]=[C:6]2[S:8][C:9]([CH2:11][O:12][C:13]3[C:14]([F:23])=[C:15]([C:19]([F:22])=[CH:20][CH:21]=3)[C:16]([NH2:18])=[O:17])=[N:10][C:5]2=[CH:4][CH:3]=1.[C:24]1(B(O)O)[CH:29]=[CH:28][CH:27]=[CH:26][CH:25]=1.P([O-])([O-])([O-])=O.[K+].[K+].[K+], predict the reaction product. The product is: [F:23][C:14]1[C:13]([O:12][CH2:11][C:9]2[S:8][C:6]3[C:5]([N:10]=2)=[CH:4][CH:3]=[C:2]([C:24]2[CH:29]=[CH:28][CH:27]=[CH:26][CH:25]=2)[N:7]=3)=[CH:21][CH:20]=[C:19]([F:22])[C:15]=1[C:16]([NH2:18])=[O:17]. (4) Given the reactants [N:1]1[CH:6]=[CH:5][CH:4]=[CH:3][C:2]=1[NH:7][C:8]([N:10]1[C@@H:16]2[CH2:17][N:13]([CH2:14][CH2:15]2)[C:12]2[CH:18]=[CH:19][C:20]([C:22](O)=[O:23])=[N:21][C:11]1=2)=[O:9].CN(C(ON1N=NC2C=CC=NC1=2)=[N+](C)C)C.F[P-](F)(F)(F)(F)F.CCN(C(C)C)C(C)C.[F:58][C:59]([F:66])([F:65])[CH:60]([NH2:64])[CH2:61][O:62][CH3:63], predict the reaction product. The product is: [N:1]1[CH:6]=[CH:5][CH:4]=[CH:3][C:2]=1[NH:7][C:8]([N:10]1[C@@H:16]2[CH2:17][N:13]([CH2:14][CH2:15]2)[C:12]2[CH:18]=[CH:19][C:20]([C:22]([NH:64][CH:60]([CH2:61][O:62][CH3:63])[C:59]([F:66])([F:65])[F:58])=[O:23])=[N:21][C:11]1=2)=[O:9]. (5) Given the reactants [O:1]1[CH:5]=[CH:4][CH:3]=[C:2]1[CH:6]=O.[F:8][C:9]1[CH:10]=[C:11]([CH:23]=[CH:24][CH:25]=1)[CH2:12][O:13][C:14]1[CH:15]=[C:16]([CH2:20][CH2:21][NH2:22])[CH:17]=[CH:18][CH:19]=1.[BH4-].[Na+], predict the reaction product. The product is: [F:8][C:9]1[CH:10]=[C:11]([CH:23]=[CH:24][CH:25]=1)[CH2:12][O:13][C:14]1[CH:15]=[C:16]([CH2:20][CH2:21][NH:22][CH2:6][C:2]2[O:1][CH:5]=[CH:4][CH:3]=2)[CH:17]=[CH:18][CH:19]=1. (6) Given the reactants [CH2:1]([C@H:3]1[N:12]([C:13](=[O:22])[C:14]2[CH:19]=[CH:18][C:17]([O:20]C)=[CH:16][CH:15]=2)[C:11]2[C:6](=[CH:7][CH:8]=[C:9]([F:23])[CH:10]=2)[N:5]([CH2:24][C:25]([F:28])([F:27])[F:26])[C:4]1=[O:29])[CH3:2].C([C@H]1N(C(=O)C2C=CC(O)=CC=2)C2C(=CC(F)=CC=2)N(C)C1=O)C, predict the reaction product. The product is: [CH2:1]([C@H:3]1[N:12]([C:13](=[O:22])[C:14]2[CH:15]=[CH:16][C:17]([OH:20])=[CH:18][CH:19]=2)[C:11]2[C:6](=[CH:7][CH:8]=[C:9]([F:23])[CH:10]=2)[N:5]([CH2:24][C:25]([F:27])([F:28])[F:26])[C:4]1=[O:29])[CH3:2].